This data is from NCI-60 drug combinations with 297,098 pairs across 59 cell lines. The task is: Regression. Given two drug SMILES strings and cell line genomic features, predict the synergy score measuring deviation from expected non-interaction effect. (1) Drug 1: CC1CCC2CC(C(=CC=CC=CC(CC(C(=O)C(C(C(=CC(C(=O)CC(OC(=O)C3CCCCN3C(=O)C(=O)C1(O2)O)C(C)CC4CCC(C(C4)OC)OCCO)C)C)O)OC)C)C)C)OC. Drug 2: CCN(CC)CCNC(=O)C1=C(NC(=C1C)C=C2C3=C(C=CC(=C3)F)NC2=O)C. Cell line: SNB-75. Synergy scores: CSS=-2.96, Synergy_ZIP=1.11, Synergy_Bliss=-0.146, Synergy_Loewe=-2.20, Synergy_HSA=-2.83. (2) Drug 1: CC12CCC(CC1=CCC3C2CCC4(C3CC=C4C5=CN=CC=C5)C)O. Drug 2: CC(CN1CC(=O)NC(=O)C1)N2CC(=O)NC(=O)C2. Cell line: MALME-3M. Synergy scores: CSS=14.7, Synergy_ZIP=-2.04, Synergy_Bliss=3.16, Synergy_Loewe=1.37, Synergy_HSA=2.60.